Dataset: Full USPTO retrosynthesis dataset with 1.9M reactions from patents (1976-2016). Task: Predict the reactants needed to synthesize the given product. (1) Given the product [F:30][C:26]1[C:23]2[CH2:24][CH2:25][CH:19]([N:16]3[CH:2]=[C:1]([CH:3]4[CH2:4][CH2:5][N:6]([C:9]([O:11][C:12]([CH3:15])([CH3:14])[CH3:13])=[O:10])[CH2:7][CH2:8]4)[N:18]=[N:17]3)[C:20](=[O:36])[N:21]([CH2:31][C:32]([F:33])([F:34])[F:35])[C:22]=2[CH:29]=[CH:28][CH:27]=1, predict the reactants needed to synthesize it. The reactants are: [C:1]([CH:3]1[CH2:8][CH2:7][N:6]([C:9]([O:11][C:12]([CH3:15])([CH3:14])[CH3:13])=[O:10])[CH2:5][CH2:4]1)#[CH:2].[N:16]([CH:19]1[CH2:25][CH2:24][C:23]2[C:26]([F:30])=[CH:27][CH:28]=[CH:29][C:22]=2[N:21]([CH2:31][C:32]([F:35])([F:34])[F:33])[C:20]1=[O:36])=[N+:17]=[N-:18]. (2) Given the product [O:1]=[C:2]1[C:10]2[C:5](=[CH:6][CH:7]=[CH:8][CH:9]=2)[C:4](=[O:11])[N:3]1[CH2:12][C:13]1[S:17][C:16]([S:18]([NH:43][CH2:31][CH2:32][CH2:33][CH2:34][CH2:35][CH2:36][CH2:37][CH2:38][CH2:39][CH2:40][CH2:41][CH3:42])(=[O:20])=[O:19])=[CH:15][CH:14]=1, predict the reactants needed to synthesize it. The reactants are: [O:1]=[C:2]1[C:10]2[C:5](=[CH:6][CH:7]=[CH:8][CH:9]=2)[C:4](=[O:11])[N:3]1[CH2:12][C:13]1[S:17][C:16]([S:18](Cl)(=[O:20])=[O:19])=[CH:15][CH:14]=1.CCN(C(C)C)C(C)C.[CH2:31]([NH2:43])[CH2:32][CH2:33][CH2:34][CH2:35][CH2:36][CH2:37][CH2:38][CH2:39][CH2:40][CH2:41][CH3:42].Cl.